Dataset: Catalyst prediction with 721,799 reactions and 888 catalyst types from USPTO. Task: Predict which catalyst facilitates the given reaction. (1) Reactant: [CH2:1]([N:3]=[C:4]=[O:5])[CH3:2].[CH3:6][O:7][NH:8][CH:9]([CH3:29])[CH2:10][CH2:11][CH2:12][N:13]1[C:25]2[C:24]3[CH:23]=[CH:22][CH:21]=[CH:20][C:19]=3[N:18]=[CH:17][C:16]=2[N:15]=[C:14]1[CH2:26][CH2:27][CH3:28]. Product: [CH2:26]([C:14]1[N:13]([CH2:12][CH2:11][CH2:10][CH:9]([N:8]([O:7][CH3:6])[C:4]([NH:3][CH2:1][CH3:2])=[O:5])[CH3:29])[C:25]2[C:24]3[CH:23]=[CH:22][CH:21]=[CH:20][C:19]=3[N:18]=[CH:17][C:16]=2[N:15]=1)[CH2:27][CH3:28]. The catalyst class is: 7. (2) Reactant: [C:1]([CH2:4][CH2:5][C:6]1[C:7]([CH3:26])=[C:8](C(O)=O)[NH:9][C:10]=1[CH:11]=[C:12]1[C:20]2[C:15](=[CH:16][CH:17]=[C:18]([Br:21])[CH:19]=2)[NH:14][C:13]1=[O:22])([OH:3])=[O:2].[OH-].[K+].O.Cl. Product: [Br:21][C:18]1[CH:19]=[C:20]2[C:15](=[CH:16][CH:17]=1)[NH:14][C:13](=[O:22])[C:12]2=[CH:11][C:10]1[NH:9][CH:8]=[C:7]([CH3:26])[C:6]=1[CH2:5][CH2:4][C:1]([OH:3])=[O:2]. The catalyst class is: 196. (3) Reactant: [CH2:1]([O:8][C:9]1[CH:16]=[CH:15][C:12]([CH:13]=O)=[CH:11][C:10]=1[O:17][CH3:18])[C:2]1[CH:7]=[CH:6][CH:5]=[CH:4][CH:3]=1.C(O)(=O)[CH2:20][C:21]([OH:23])=[O:22].N1CCCCC1.Cl. Product: [CH2:1]([O:8][C:9]1[CH:16]=[CH:15][C:12](/[CH:13]=[CH:20]/[C:21]([OH:23])=[O:22])=[CH:11][C:10]=1[O:17][CH3:18])[C:2]1[CH:7]=[CH:6][CH:5]=[CH:4][CH:3]=1. The catalyst class is: 803. (4) Reactant: C([N:4]([S:34]([CH2:37][C:38]1[CH:43]=[CH:42][CH:41]=[CH:40][CH:39]=1)(=[O:36])=[O:35])[C:5]([CH:7]1[CH2:12][CH2:11][N:10]([C:13]2[C:23]([C:24]#[N:25])=[CH:22][C:16]([C:17]([O:19][CH2:20][CH3:21])=[O:18])=[C:15]([O:26]S(C(F)(F)F)(=O)=O)[N:14]=2)[CH2:9][CH2:8]1)=[O:6])C=C.CC1(C)C2C(=C(P(C3C=CC=CC=3)C3C=CC=CC=3)C=CC=2)OC2C(P(C3C=CC=CC=3)C3C=CC=CC=3)=CC=CC1=2.O[CH2:87][CH2:88][C:89]#[N:90].CCN(C(C)C)C(C)C. Product: [CH2:37]([S:34]([NH:4][C:5]([CH:7]1[CH2:12][CH2:11][N:10]([C:13]2[C:23]([C:24]#[N:25])=[CH:22][C:16]([C:17]([O:19][CH2:20][CH3:21])=[O:18])=[C:15]([O:26][CH2:87][CH2:88][C:89]#[N:90])[N:14]=2)[CH2:9][CH2:8]1)=[O:6])(=[O:35])=[O:36])[C:38]1[CH:39]=[CH:40][CH:41]=[CH:42][CH:43]=1. The catalyst class is: 102. (5) Reactant: [CH3:1][C:2]1[C:7]([CH2:8]O)=[CH:6][CH:5]=[C:4]([C:10]2[CH:15]=[CH:14][C:13]([C:16]([F:19])([F:18])[F:17])=[CH:12][CH:11]=2)[N:3]=1.[C:20]1(=[O:30])[NH:24][C:23](=[O:25])[C:22]2=[CH:26][CH:27]=[CH:28][CH:29]=[C:21]12.C1(P(C2C=CC=CC=2)C2C=CC=CC=2)C=CC=CC=1.N(C(OC(C)(C)C)=O)=NC(OC(C)(C)C)=O. The catalyst class is: 1. Product: [CH3:1][C:2]1[C:7]([CH2:8][N:24]2[C:20](=[O:30])[C:21]3[C:22](=[CH:26][CH:27]=[CH:28][CH:29]=3)[C:23]2=[O:25])=[CH:6][CH:5]=[C:4]([C:10]2[CH:15]=[CH:14][C:13]([C:16]([F:19])([F:18])[F:17])=[CH:12][CH:11]=2)[N:3]=1. (6) Reactant: C1([C@@H]([N:9]2[C@@H:16]3[C@@H:11]([CH2:12][CH2:13][N:14]([C:17]([O:19][C:20]([CH3:23])([CH3:22])[CH3:21])=[O:18])[CH2:15]3)[CH2:10]2)C)C=CC=CC=1.CC(O)=O.[H][H]. Product: [C@H:16]12[NH:9][CH2:10][C@H:11]1[CH2:12][CH2:13][N:14]([C:17]([O:19][C:20]([CH3:23])([CH3:22])[CH3:21])=[O:18])[CH2:15]2. The catalyst class is: 320. (7) Reactant: [O:1]=[C:2]1[CH2:7][CH2:6][N:5]([C:8]([O:10][CH2:11][C:12]2[CH:17]=[CH:16][CH:15]=[CH:14][CH:13]=2)=[O:9])[CH2:4][CH:3]1[NH:18][C:19]([C:21]1[S:22][CH:23]=[CH:24][N:25]=1)=[O:20].[BH4-].[Na+].O. Product: [OH:1][C@@H:2]1[CH2:7][CH2:6][N:5]([C:8]([O:10][CH2:11][C:12]2[CH:13]=[CH:14][CH:15]=[CH:16][CH:17]=2)=[O:9])[CH2:4][C@H:3]1[NH:18][C:19]([C:21]1[S:22][CH:23]=[CH:24][N:25]=1)=[O:20]. The catalyst class is: 5. (8) Reactant: [NH2:1][C:2]1[C:3]2[N:4]([C:8]([CH3:12])=[C:9]([CH3:11])[N:10]=2)[CH:5]=[CH:6][CH:7]=1.[CH3:13][O:14][C:15]1[CH:22]=[C:21]([CH3:23])[C:18]([CH:19]=O)=[C:17]([CH3:24])[CH:16]=1.C([BH3-])#N.[Na+].[OH-].[Na+]. Product: [CH3:13][O:14][C:15]1[CH:22]=[C:21]([CH3:23])[C:18]([CH2:19][NH:1][C:2]2[C:3]3[N:4]([C:8]([CH3:12])=[C:9]([CH3:11])[N:10]=3)[CH:5]=[CH:6][CH:7]=2)=[C:17]([CH3:24])[CH:16]=1. The catalyst class is: 466. (9) Reactant: C([SiH](CC)CC)C.[Cl:8][C:9]1[CH:10]=[C:11]2[C:15](=[CH:16][CH:17]=1)[C:14](=[O:18])[NH:13][C:12]2([CH2:20][CH3:21])O.ClC1C=C2C(C(CC)(O)NC2=O)=CC=1. Product: [Cl:8][C:9]1[CH:10]=[C:11]2[C:15](=[CH:16][CH:17]=1)[C:14](=[O:18])[NH:13][CH:12]2[CH2:20][CH3:21]. The catalyst class is: 67.